The task is: Predict the reactants needed to synthesize the given product.. This data is from Full USPTO retrosynthesis dataset with 1.9M reactions from patents (1976-2016). (1) The reactants are: [Cl:1][C:2]1[CH:3]=[CH:4][C:5]([C:30]#[N:31])=[C:6]([C:8]2[C:13]([O:14][CH3:15])=[CH:12][N:11]([C:16](=[CH:24][C:25]3([CH3:28])[CH2:27][CH2:26]3)[C:17]([O:19][C:20]([CH3:23])([CH3:22])[CH3:21])=[O:18])[C:10](=[O:29])[CH:9]=2)[CH:7]=1. Given the product [Cl:1][C:2]1[CH:3]=[CH:4][C:5]([C:30]#[N:31])=[C:6]([C:8]2[C:13]([O:14][CH3:15])=[CH:12][N:11]([CH:16]([CH2:24][C:25]3([CH3:28])[CH2:27][CH2:26]3)[C:17]([O:19][C:20]([CH3:22])([CH3:23])[CH3:21])=[O:18])[C:10](=[O:29])[CH:9]=2)[CH:7]=1, predict the reactants needed to synthesize it. (2) Given the product [CH3:6][C:2]([N:7]1[CH:11]=[C:10]([NH:12][C:13](=[O:30])[CH:14]([NH:18][C:19](=[O:29])[CH2:20][C:21]2[CH:26]=[C:25]([F:27])[CH:24]=[C:23]([F:28])[CH:22]=2)[CH2:15][CH2:16][CH3:17])[N:9]=[CH:8]1)([CH3:1])[CH2:3][CH2:4][N:31]1[CH2:35][CH2:34][CH2:33][CH2:32]1, predict the reactants needed to synthesize it. The reactants are: [CH3:1][C:2]([N:7]1[CH:11]=[C:10]([NH:12][C:13](=[O:30])[CH:14]([NH:18][C:19](=[O:29])[CH2:20][C:21]2[CH:26]=[C:25]([F:27])[CH:24]=[C:23]([F:28])[CH:22]=2)[CH2:15][CH2:16][CH3:17])[N:9]=[CH:8]1)([CH3:6])[CH2:3][CH:4]=O.[NH:31]1[CH2:35][CH2:34][CH2:33][CH2:32]1. (3) The reactants are: C(OC([NH:8][CH:9]1[CH2:13][CH2:12][N:11]([S:14]([C:17]2[C:18]3[C:19]([Br:27])=[CH:20][N:21]=[CH:22][C:23]=3[CH:24]=[CH:25][CH:26]=2)(=[O:16])=[O:15])[CH2:10]1)=O)(C)(C)C.[ClH:28].CO. Given the product [NH2:8][CH:9]1[CH2:13][CH2:12][N:11]([S:14]([C:17]2[C:18]3[C:19]([Br:27])=[CH:20][N:21]=[CH:22][C:23]=3[CH:24]=[CH:25][CH:26]=2)(=[O:16])=[O:15])[CH2:10]1.[ClH:28], predict the reactants needed to synthesize it.